From a dataset of Experimentally validated miRNA-target interactions with 360,000+ pairs, plus equal number of negative samples. Binary Classification. Given a miRNA mature sequence and a target amino acid sequence, predict their likelihood of interaction. The miRNA is hsa-miR-3121-3p with sequence UAAAUAGAGUAGGCAAAGGACA. The protein sequence of the target gene is MKLVSVALMYLGSLAFLGADTARLDVASEFRKKWNKWALSRGKRELRMSSSYPTGLADVKAGPAQTLIRPQDMKGASRSPEDSSPDAARIRVKRYRQSMNNFQGLRSFGCRFGTCTVQKLAHQIYQFTDKDKDNVAPRSKISPQGYGRRRRRSLPEAGPGRTLVSSKPQAHGAPAPPSGSAPHFL. Result: 1 (interaction).